From a dataset of Forward reaction prediction with 1.9M reactions from USPTO patents (1976-2016). Predict the product of the given reaction. (1) Given the reactants [CH2:1]([O:8][C:9]1[CH:10]=[C:11]([CH:15]([C:25]2[C:30](Cl)=[N:29][CH:28]=[CH:27][N:26]=2)[NH:16][C:17](=O)[CH2:18][CH:19]2[CH2:23][CH2:22][CH2:21][CH2:20]2)[CH:12]=[CH:13][CH:14]=1)[C:2]1[CH:7]=[CH:6][CH:5]=[CH:4][CH:3]=1.C(OC1C=C(C(NC(C2CCC2)=O)C2C(Cl)=NC=C[N:48]=2)C=CC=1)C1C=CC=CC=1, predict the reaction product. The product is: [CH2:1]([O:8][C:9]1[CH:10]=[C:11]([C:15]2[N:16]=[C:17]([CH2:18][CH:19]3[CH2:23][CH2:22][CH2:21][CH2:20]3)[N:26]3[CH:27]=[CH:28][N:29]=[C:30]([NH2:48])[C:25]=23)[CH:12]=[CH:13][CH:14]=1)[C:2]1[CH:7]=[CH:6][CH:5]=[CH:4][CH:3]=1. (2) Given the reactants Br[C:2]1[CH:3]=[C:4]([C:13]([OH:15])=[O:14])[CH:5]=[N:6][C:7]=1[O:8][CH2:9][CH2:10][O:11][CH3:12].[Cl:16][C:17]1[CH:22]=[CH:21][C:20](B(O)O)=[CH:19][C:18]=1[F:26], predict the reaction product. The product is: [Cl:16][C:17]1[CH:22]=[CH:21][C:20]([C:2]2[C:7]([O:8][CH2:9][CH2:10][O:11][CH3:12])=[N:6][CH:5]=[C:4]([CH:3]=2)[C:13]([OH:15])=[O:14])=[CH:19][C:18]=1[F:26]. (3) The product is: [C:1]1([C:7]2[CH:12]=[C:11]([CH2:13][S:14]([N:17]3[CH2:22][C@H:21]([CH3:23])[NH:20][C@H:19]([CH3:24])[CH2:18]3)(=[O:16])=[O:15])[CH:10]=[CH:9][C:8]=2[NH:25][C:66]([C:55]2[N:56]([CH2:58][O:59][CH2:60][CH2:61][Si:62]([CH3:65])([CH3:64])[CH3:63])[CH:57]=[C:53]([C:51]#[N:52])[N:54]=2)=[O:67])[CH2:6][CH2:5][CH2:4][CH2:3][CH:2]=1. Given the reactants [C:1]1([C:7]2[CH:12]=[C:11]([CH2:13][S:14]([N:17]3[CH2:22][C@H:21]([CH3:23])[NH:20][C@H:19]([CH3:24])[CH2:18]3)(=[O:16])=[O:15])[CH:10]=[CH:9][C:8]=2[NH2:25])[CH2:6][CH2:5][CH2:4][CH2:3][CH:2]=1.C1CN([P+](Br)(N2CCCC2)N2CCCC2)CC1.F[P-](F)(F)(F)(F)F.[K+].[C:51]([C:53]1[N:54]=[C:55]([C:66]([O-])=[O:67])[N:56]([CH2:58][O:59][CH2:60][CH2:61][Si:62]([CH3:65])([CH3:64])[CH3:63])[CH:57]=1)#[N:52].CCN(C(C)C)C(C)C, predict the reaction product. (4) Given the reactants [NH2:1][C:2]1[CH:7]=[CH:6][C:5]([N+:8]([O-:10])=[O:9])=[CH:4][N:3]=1.[C:11]1([N:17]=[C:18]=[O:19])[CH:16]=[CH:15][CH:14]=[CH:13][CH:12]=1, predict the reaction product. The product is: [N+:8]([C:5]1[CH:6]=[CH:7][C:2]([NH:1][C:18]([NH:17][C:11]2[CH:16]=[CH:15][CH:14]=[CH:13][CH:12]=2)=[O:19])=[N:3][CH:4]=1)([O-:10])=[O:9]. (5) Given the reactants [CH2:1]([O:8][C:9](=[O:34])[NH:10][C@H:11]1[C@@H:14]([CH2:15][N:16]2[CH2:20][CH2:19][O:18][C:17]2=[O:21])[N:13](CC2C=CC(OC)=CC=2OC)[C:12]1=[O:33])[C:2]1[CH:7]=[CH:6][CH:5]=[CH:4][CH:3]=1.OP([O-])([O-])=O.[K+].[K+], predict the reaction product. The product is: [CH2:1]([O:8][C:9](=[O:34])[NH:10][C@H:11]1[C@@H:14]([CH2:15][N:16]2[CH2:20][CH2:19][O:18][C:17]2=[O:21])[NH:13][C:12]1=[O:33])[C:2]1[CH:7]=[CH:6][CH:5]=[CH:4][CH:3]=1. (6) Given the reactants [Cl:1][C:2]1[CH:3]=[C:4]2[C:9](=[CH:10][C:11]=1[O:12][C:13]1[CH:18]=[CH:17][C:16]([C:19](=[O:32])[NH:20][CH:21]([CH2:30][OH:31])[CH2:22][C:23]3[CH:28]=[CH:27][C:26]([Cl:29])=[CH:25][CH:24]=3)=[CH:15][CH:14]=1)[O:8][CH2:7][CH2:6][CH:5]2[C:33]([OH:35])=[O:34].C[O-].[Na+:38], predict the reaction product. The product is: [Cl:1][C:2]1[CH:3]=[C:4]2[C:9](=[CH:10][C:11]=1[O:12][C:13]1[CH:18]=[CH:17][C:16]([C:19](=[O:32])[NH:20][CH:21]([CH2:30][OH:31])[CH2:22][C:23]3[CH:28]=[CH:27][C:26]([Cl:29])=[CH:25][CH:24]=3)=[CH:15][CH:14]=1)[O:8][CH2:7][CH2:6][CH:5]2[C:33]([O-:35])=[O:34].[Na+:38].